Dataset: Catalyst prediction with 721,799 reactions and 888 catalyst types from USPTO. Task: Predict which catalyst facilitates the given reaction. (1) Reactant: [CH3:1][O:2][C:3](=[O:21])/[C:4](/[CH2:13][C:14]1[CH:19]=[CH:18][C:17]([OH:20])=[CH:16][CH:15]=1)=[C:5](/[CH:10]([CH3:12])[CH3:11])\[C:6]([O:8][CH3:9])=[O:7].C(=O)([O-])[O-].[K+].[K+].Br[CH2:29][C:30]([O:32][CH3:33])=[O:31].C1(C)C=CC=CC=1.C(OCC)(=O)C. Product: [CH3:9][O:8][C:6](=[O:7])/[C:5](/[CH:10]([CH3:11])[CH3:12])=[C:4](/[CH2:13][C:14]1[CH:15]=[CH:16][C:17]([O:20][CH2:29][C:30]([O:32][CH3:33])=[O:31])=[CH:18][CH:19]=1)\[C:3]([O:2][CH3:1])=[O:21]. The catalyst class is: 93. (2) Reactant: Br[C:2]1[CH:3]=[CH:4][CH:5]=[C:6]2[C:11]=1[N:10]=[C:9]([O:12][CH3:13])[CH:8]=[CH:7]2.CC1C=CC=CC=1P(C1C=CC=CC=1C)C1C=CC=CC=1C.[C:36]([O:40][CH3:41])(=[O:39])[CH:37]=[CH2:38]. Product: [CH3:41][O:40][C:36](=[O:39])/[CH:37]=[CH:38]/[C:2]1[CH:3]=[CH:4][CH:5]=[C:6]2[C:11]=1[N:10]=[C:9]([O:12][CH3:13])[CH:8]=[CH:7]2. The catalyst class is: 416. (3) Reactant: [F:1][C:2]1[CH:19]=[C:18]([C:20]#[C:21][Si](C)(C)C)[CH:17]=[CH:16][C:3]=1[NH:4][C:5]1[C:6]([C:13]([NH2:15])=[O:14])=[CH:7][N:8]([CH3:12])[C:9](=[O:11])[CH:10]=1.C([O-])([O-])=O.[K+].[K+]. The catalyst class is: 92. Product: [C:20]([C:18]1[CH:17]=[CH:16][C:3]([NH:4][C:5]2[C:6]([C:13]([NH2:15])=[O:14])=[CH:7][N:8]([CH3:12])[C:9](=[O:11])[CH:10]=2)=[C:2]([F:1])[CH:19]=1)#[CH:21].